This data is from Forward reaction prediction with 1.9M reactions from USPTO patents (1976-2016). The task is: Predict the product of the given reaction. (1) The product is: [Cl:4][C:5]1[CH:6]=[C:7]([CH:10]=[CH:11][C:12]=1[O:13][CH2:19][C:18]1[CH:21]=[CH:22][C:15]([Cl:14])=[CH:16][CH:17]=1)[CH:8]=[O:9]. Given the reactants C(#N)C.[Cl:4][C:5]1[CH:6]=[C:7]([CH:10]=[CH:11][C:12]=1[OH:13])[CH:8]=[O:9].[Cl:14][C:15]1[CH:22]=[CH:21][C:18]([CH2:19]Br)=[CH:17][CH:16]=1.C(=O)([O-])[O-].[K+].[K+], predict the reaction product. (2) Given the reactants [N:1]([CH2:4][C:5]1[N:6]([CH2:19][CH:20]([CH3:22])[CH3:21])[C:7]2[C:16]3[CH:15]=[CH:14][CH:13]=[CH:12][C:11]=3[N:10]=[C:9]([NH2:17])[C:8]=2[N:18]=1)=[N+]=[N-].[H][H], predict the reaction product. The product is: [NH2:17][C:9]1[C:8]2[N:18]=[C:5]([CH2:4][NH2:1])[N:6]([CH2:19][CH:20]([CH3:22])[CH3:21])[C:7]=2[C:16]2[CH:15]=[CH:14][CH:13]=[CH:12][C:11]=2[N:10]=1. (3) Given the reactants [Cl:1][C:2]1[CH:10]=[CH:9][C:8]([C:11]([F:14])([F:13])[F:12])=[CH:7][C:3]=1[C:4](=[S:6])[NH2:5].Cl[CH:16]([CH:22]=O)[C:17]([O:19][CH2:20][CH3:21])=[O:18], predict the reaction product. The product is: [Cl:1][C:2]1[CH:10]=[CH:9][C:8]([C:11]([F:14])([F:12])[F:13])=[CH:7][C:3]=1[C:4]1[S:6][C:16]([C:17]([O:19][CH2:20][CH3:21])=[O:18])=[CH:22][N:5]=1. (4) Given the reactants [CH3:1][C:2]1[NH:6][C:5]2[CH:7]=[CH:8][CH:9]=[CH:10][C:4]=2[N:3]=1.[OH-].[Na+].[Cl:13][CH2:14][CH2:15][CH2:16][CH2:17]Br, predict the reaction product. The product is: [Cl:13][CH2:14][CH2:15][CH2:16][CH2:17][N:3]1[C:4]2[CH:10]=[CH:9][CH:8]=[CH:7][C:5]=2[N:6]=[C:2]1[CH3:1]. (5) The product is: [NH2:1][C:2]1[C:3]([OH:16])=[C:4]([C:8]2[CH:9]=[C:10]([C:13]([OH:15])=[O:14])[NH:11][CH:12]=2)[CH:5]=[CH:6][CH:7]=1. Given the reactants [NH2:1][C:2]1[C:3]([O:16]C)=[C:4]([C:8]2[CH:9]=[C:10]([C:13]([OH:15])=[O:14])[NH:11][CH:12]=2)[CH:5]=[CH:6][CH:7]=1.B(Br)(Br)Br, predict the reaction product. (6) Given the reactants [CH3:1][O:2][C:3]([C:5]1[C:6](=[O:17])[S:7][C:8]2[C:13]([C:14]=1[OH:15])=[CH:12][CH:11]=[C:10](Br)[CH:9]=2)=[O:4].[CH3:18][C:19]1[CH:24]=[CH:23][C:22](B(O)O)=[CH:21][CH:20]=1, predict the reaction product. The product is: [CH3:1][O:2][C:3]([C:5]1[C:6](=[O:17])[S:7][C:8]2[C:13]([C:14]=1[OH:15])=[CH:12][CH:11]=[C:10]([C:22]1[CH:23]=[CH:24][C:19]([CH3:18])=[CH:20][CH:21]=1)[CH:9]=2)=[O:4].